From a dataset of Full USPTO retrosynthesis dataset with 1.9M reactions from patents (1976-2016). Predict the reactants needed to synthesize the given product. (1) Given the product [NH2:17][S:14]([C:13]1[CH:12]=[C:11]([CH:10]=[C:9]([N:21]2[CH2:25][CH2:24][CH2:23][CH2:22]2)[C:8]=1[O:7][C:4]1[CH:5]=[CH:6][CH:1]=[CH:2][CH:3]=1)[C:18]([O-:20])=[O:19])(=[O:16])=[O:15].[CH2:18]([N+:21]([CH3:25])([CH3:22])[CH3:9])[C:11]1[CH:12]=[CH:13][CH:8]=[CH:9][CH:10]=1, predict the reactants needed to synthesize it. The reactants are: [CH:1]1[CH:2]=[CH:3][C:4]([O:7][C:8]2[C:9]([N:21]3[CH2:25][CH2:24][CH2:23][CH2:22]3)=[CH:10][C:11]([C:18]([OH:20])=[O:19])=[CH:12][C:13]=2[S:14]([NH2:17])(=[O:16])=[O:15])=[CH:5][CH:6]=1.[OH-]. (2) The reactants are: [H-].[Al+3].[Li+].[H-].[H-].[H-].[CH2:7]=[N:8][N:9]1[CH2:17][C@H:16]2[C@H:11]([CH2:12][CH2:13][CH2:14][CH2:15]2)[CH2:10]1.[OH-].[Na+].S([O-])([O-])(=O)=O.[Na+].[Na+]. Given the product [CH3:7][NH:8][N:9]1[CH2:17][C@H:16]2[C@H:11]([CH2:12][CH2:13][CH2:14][CH2:15]2)[CH2:10]1, predict the reactants needed to synthesize it. (3) Given the product [CH3:22][S:23]([O:11][CH2:10][C@@H:9]1[CH2:12][CH2:13][CH2:14][N:8]1[C:1]([O:3][C:4]([CH3:7])([CH3:6])[CH3:5])=[O:2])(=[O:25])=[O:24], predict the reactants needed to synthesize it. The reactants are: [C:1]([N:8]1[CH2:14][CH2:13][CH2:12][C@H:9]1[CH2:10][OH:11])([O:3][C:4]([CH3:7])([CH3:6])[CH3:5])=[O:2].C(N(CC)CC)C.[CH3:22][S:23](Cl)(=[O:25])=[O:24]. (4) Given the product [C:46]([O:21][C:19]([N:16]1[CH2:15][CH2:14][CH:13]([CH:10]2[CH2:11][CH2:12][N:8]([C:39]([O:41][C:42]([CH3:43])([CH3:44])[CH3:45])=[O:40])[CH2:9]2)[CH2:18][CH2:17]1)=[O:22])([CH3:47])([CH3:50])[CH3:24], predict the reactants needed to synthesize it. The reactants are: C([N:8]1[CH2:12][CH2:11][CH:10]([C:13]2[CH:18]=[CH:17][N:16]=[CH:15][CH:14]=2)[CH2:9]1)C1C=CC=CC=1.[C:19]([O-:22])([OH:21])=O.[Na+].[CH2:24](N(CC)CC)C.[C:39](O[C:39]([O:41][C:42]([CH3:45])([CH3:44])[CH3:43])=[O:40])([O:41][C:42]([CH3:45])([CH3:44])[CH3:43])=[O:40].[CH2:46]1[CH2:50]OC[CH2:47]1. (5) Given the product [C:23]([O:22][C:20]([N:27]1[CH2:32][C@@H:31]2[CH2:33][C@H:28]1[CH2:29][N:30]2[C:2]1[CH:7]=[CH:6][C:5]([N+:8]([O-:10])=[O:9])=[CH:4][CH:3]=1)=[O:21])([CH3:26])([CH3:24])[CH3:25], predict the reactants needed to synthesize it. The reactants are: F[C:2]1[CH:7]=[CH:6][C:5]([N+:8]([O-:10])=[O:9])=[CH:4][CH:3]=1.CCN(C(C)C)C(C)C.[C:20]([N:27]1[CH2:32][C@@H:31]2[CH2:33][C@H:28]1[CH2:29][NH:30]2)([O:22][C:23]([CH3:26])([CH3:25])[CH3:24])=[O:21].